This data is from Reaction yield outcomes from USPTO patents with 853,638 reactions. The task is: Predict the reaction yield, written as a fraction of the theoretical maximum amount of product (1.0 means a 100% yield; for example, 0.34 means a 34% yield). (1) The reactants are O=[C:2]([C:8]1[S:12][CH:11]=[N:10][CH:9]=1)[C:3]([O:5][CH2:6][CH3:7])=[O:4].C(O)C.C([O-])(=O)C.[Na+].Cl.[NH2:22][OH:23]. The catalyst is CCCCCC.C(OCC)(=O)C. The product is [OH:23][N:22]=[C:2]([C:8]1[S:12][CH:11]=[N:10][CH:9]=1)[C:3]([O:5][CH2:6][CH3:7])=[O:4]. The yield is 0.940. (2) The reactants are Cl.[OH:2][NH2:3].C(=O)([O-])[O-].[Na+].[Na+].[O:10]1[C:14]2([CH2:19][CH2:18][CH2:17][CH2:16][CH2:15]2)[O:13][CH2:12][C@@H:11]1[CH:20]=O. The catalyst is O.C1COCC1. The product is [O:10]1[C:14]2([CH2:19][CH2:18][CH2:17][CH2:16][CH2:15]2)[O:13][CH2:12][C@@H:11]1[CH:20]=[N:3][OH:2]. The yield is 0.990. (3) The reactants are [Cl:1][C:2]1[CH:7]=[CH:6][C:5]([C:8](=[NH:20])[NH:9][C:10]2[CH:15]=[CH:14][C:13]([S:16]([CH3:19])(=[O:18])=[O:17])=[CH:12][CH:11]=2)=[CH:4][CH:3]=1.C(=O)(O)[O-].[Na+].[Cl:26][C:27]1[CH:28]=[C:29]([CH:34]=[CH:35][CH:36]=1)[C:30](=O)[CH2:31]Br. The catalyst is C(O)(C)C. The product is [Cl:1][C:2]1[CH:3]=[CH:4][C:5]([C:8]2[N:9]([C:10]3[CH:15]=[CH:14][C:13]([S:16]([CH3:19])(=[O:17])=[O:18])=[CH:12][CH:11]=3)[CH:31]=[C:30]([C:29]3[CH:34]=[CH:35][CH:36]=[C:27]([Cl:26])[CH:28]=3)[N:20]=2)=[CH:6][CH:7]=1. The yield is 0.530. (4) The reactants are [NH2:1][C:2]1[CH:3]=[C:4]([CH:9]=[C:10]([C:12]2[S:13][C:14]3[CH:15]=[N:16][CH:17]=[CH:18][C:19]=3[N:20]=2)[CH:11]=1)[C:5]([O:7][CH3:8])=[O:6].[CH3:21][O:22][C:23]1[CH:24]=[C:25]([CH:29]=[C:30]([O:34][CH3:35])[C:31]=1[O:32][CH3:33])[C:26](Cl)=[O:27]. The catalyst is N1C=CC=CC=1. The product is [N:20]1[C:19]2[CH:18]=[CH:17][N:16]=[CH:15][C:14]=2[S:13][C:12]=1[C:10]1[CH:9]=[C:4]([CH:3]=[C:2]([NH:1][C:26](=[O:27])[C:25]2[CH:24]=[C:23]([O:22][CH3:21])[C:31]([O:32][CH3:33])=[C:30]([O:34][CH3:35])[CH:29]=2)[CH:11]=1)[C:5]([O:7][CH3:8])=[O:6]. The yield is 0.360. (5) The reactants are [CH:1]1([CH:4]([C:31]2[CH:32]=[N:33][C:34]([O:37][CH3:38])=[CH:35][CH:36]=2)[O:5][C:6]2[CH:28]=[CH:27][C:9]([CH2:10][NH:11][C:12]3[C:17]([N+:18]([O-])=O)=[CH:16][C:15]([C:21]4[CH:22]=[N:23][N:24]([CH3:26])[CH:25]=4)=[CH:14][N:13]=3)=[CH:8][C:7]=2[O:29][CH3:30])[CH2:3][CH2:2]1.[Cl-].[NH4+]. The catalyst is C(O)C.O.[Fe]. The product is [CH:1]1([CH:4]([C:31]2[CH:32]=[N:33][C:34]([O:37][CH3:38])=[CH:35][CH:36]=2)[O:5][C:6]2[CH:28]=[CH:27][C:9]([CH2:10][NH:11][C:12]3[C:17]([NH2:18])=[CH:16][C:15]([C:21]4[CH:22]=[N:23][N:24]([CH3:26])[CH:25]=4)=[CH:14][N:13]=3)=[CH:8][C:7]=2[O:29][CH3:30])[CH2:3][CH2:2]1. The yield is 0.950. (6) The product is [Br:1][CH2:2][CH2:3][CH2:4][CH2:5][CH2:6][CH2:7][CH2:8][CH2:9][CH:14]([O:15][CH3:16])[O:13][CH3:12]. The reactants are [Br:1][CH2:2][CH2:3][CH2:4][CH2:5][CH2:6][CH2:7][CH2:8][CH2:9]C=O.[CH3:12][O:13][CH:14](OC)[O:15][CH3:16].Cl. The catalyst is O1CCOCC1.C(=O)(O)[O-].[Na+].CO. The yield is 0.970.